This data is from Forward reaction prediction with 1.9M reactions from USPTO patents (1976-2016). The task is: Predict the product of the given reaction. (1) Given the reactants [C:1]([O:5][C:6]([N:8]([CH3:48])[C@H:9]([C:13]([NH:15][C@H:16]([C:20]([N:22]([C@@H:24]([C@@H:44]([CH3:47])[CH2:45][CH3:46])[C@H:25]([O:42][CH3:43])[CH2:26][C:27]([N:29]1[CH2:33][CH2:32][CH2:31][C@H:30]1[C@H:34]([O:40][CH3:41])[C@H:35]([C:37](O)=[O:38])[CH3:36])=[O:28])[CH3:23])=[O:21])[CH:17]([CH3:19])[CH3:18])=[O:14])[CH:10]([CH3:12])[CH3:11])=[O:7])([CH3:4])([CH3:3])[CH3:2].[C:49]1([CH2:55][C@H:56]([NH2:65])/[CH:57]=[CH:58]/[C:59]2[CH:64]=[CH:63][CH:62]=[CH:61][CH:60]=2)[CH:54]=[CH:53][CH:52]=[CH:51][CH:50]=1, predict the reaction product. The product is: [C:1]([O:5][C:6]([N:8]([CH3:48])[C@H:9]([C:13]([NH:15][C@H:16]([C:20]([N:22]([C@@H:24]([C@@H:44]([CH3:47])[CH2:45][CH3:46])[C@H:25]([O:42][CH3:43])[CH2:26][C:27]([N:29]1[CH2:33][CH2:32][CH2:31][C@H:30]1[C@H:34]([O:40][CH3:41])[C@@H:35]([CH3:36])[C:37]([NH:65][C@H:56](/[CH:57]=[CH:58]/[C:59]1[CH:64]=[CH:63][CH:62]=[CH:61][CH:60]=1)[CH2:55][C:49]1[CH:54]=[CH:53][CH:52]=[CH:51][CH:50]=1)=[O:38])=[O:28])[CH3:23])=[O:21])[CH:17]([CH3:18])[CH3:19])=[O:14])[CH:10]([CH3:12])[CH3:11])=[O:7])([CH3:2])([CH3:3])[CH3:4]. (2) Given the reactants [NH2:1][C:2]1[N:7]=[C:6](Cl)[CH:5]=[C:4]([CH3:9])[N:3]=1.[F:10][C:11]([F:22])([F:21])[C:12]1[CH:13]=[C:14](B(O)O)[CH:15]=[CH:16][CH:17]=1, predict the reaction product. The product is: [CH3:9][C:4]1[CH:5]=[C:6]([C:16]2[CH:15]=[CH:14][CH:13]=[C:12]([C:11]([F:22])([F:21])[F:10])[CH:17]=2)[N:7]=[C:2]([NH2:1])[N:3]=1. (3) Given the reactants Cl[C:2]1[N:7]=[C:6]([N:8]([CH:18]2[CH2:20][CH2:19]2)[CH2:9][C:10]2[CH:15]=[CH:14][C:13]([O:16][CH3:17])=[CH:12][CH:11]=2)[C:5]2=[N:21][CH:22]=[C:23]([C:24]#[N:25])[N:4]2[N:3]=1.[NH2:26][C:27]1[C:28]([Cl:41])=[CH:29][C:30]([CH:35]([CH2:37][C:38](=[O:40])[CH3:39])[CH3:36])=[C:31]([CH:34]=1)[C:32]#[N:33].CC1(C)C2C(=C(P(C3C=CC=CC=3)C3C=CC=CC=3)C=CC=2)OC2C(P(C3C=CC=CC=3)C3C=CC=CC=3)=CC=CC1=2.C(=O)([O-])[O-].[Cs+].[Cs+], predict the reaction product. The product is: [Cl:41][C:28]1[CH:29]=[C:30]([CH:35]([CH2:37][C:38](=[O:40])[CH3:39])[CH3:36])[C:31]([C:32]#[N:33])=[CH:34][C:27]=1[NH:26][C:2]1[N:7]=[C:6]([N:8]([CH:18]2[CH2:20][CH2:19]2)[CH2:9][C:10]2[CH:11]=[CH:12][C:13]([O:16][CH3:17])=[CH:14][CH:15]=2)[C:5]2=[N:21][CH:22]=[C:23]([C:24]#[N:25])[N:4]2[N:3]=1. (4) The product is: [F:1][C:2]1[CH:7]=[CH:6][C:5]([CH2:8][C:9]2[CH:18]=[C:17]3[C:12]([C:13]([OH:36])=[C:14]([C:31]([NH:38][CH3:37])=[O:33])[C:15](=[O:30])[N:16]3[CH2:19][CH2:20][CH2:21][N:22]3[CH2:28][CH2:27][CH2:26][CH2:25][CH2:24][C:23]3=[O:29])=[N:11][CH:10]=2)=[CH:4][CH:3]=1. Given the reactants [F:1][C:2]1[CH:7]=[CH:6][C:5]([CH2:8][C:9]2[CH:18]=[C:17]3[C:12]([C:13]([OH:36])=[C:14]([C:31]([O:33]CC)=O)[C:15](=[O:30])[N:16]3[CH2:19][CH2:20][CH2:21][N:22]3[CH2:28][CH2:27][CH2:26][CH2:25][CH2:24][C:23]3=[O:29])=[N:11][CH:10]=2)=[CH:4][CH:3]=1.[CH3:37][NH2:38], predict the reaction product. (5) Given the reactants [Br:1][C:2]1[CH:3]=[C:4]([OH:14])[C:5]([CH:12]=O)=[C:6]([CH:11]=1)[C:7]([O:9][CH3:10])=[O:8].[C:15]([CH:20]=P(C1C=CC=CC=1)(C1C=CC=CC=1)C1C=CC=CC=1)(OCC)=[O:16], predict the reaction product. The product is: [Br:1][C:2]1[CH:11]=[C:6]([C:7]([O:9][CH3:10])=[O:8])[C:5]2[CH:12]=[CH:20][C:15](=[O:16])[O:14][C:4]=2[CH:3]=1. (6) Given the reactants [C:1]([OH:8])(=[O:7])[CH2:2][CH2:3][C:4]([OH:6])=[O:5].C=C(OP(O)(O)=O)C(O)=O.C(CC([O-])=O)(C(O)=O)=O.C([O-])(=O)C(CC([O-])=O)O.C([O-])(=O)C=O.[O:42]=[CH:43][C@@H:44]([C@H:46]([C@@H:48]([C@@H:50]([CH2:52][OH:53])[OH:51])[OH:49])[OH:47])[OH:45], predict the reaction product. The product is: [OH:53][CH2:52][C@@H:50]([C@H:48]([C@@H:46]([C@@H:44]([CH2:43][OH:42])[OH:45])[OH:47])[OH:49])[OH:51].[C:1]([OH:8])(=[O:7])[CH2:2][CH2:3][C:4]([OH:6])=[O:5].